From a dataset of Full USPTO retrosynthesis dataset with 1.9M reactions from patents (1976-2016). Predict the reactants needed to synthesize the given product. Given the product [ClH:28].[CH2:20]([N:13]1[C:14]2[C:19](=[CH:18][CH:17]=[CH:16][CH:15]=2)[C:11]([CH2:10][C@@H:9]([C:24]([O:26][CH3:27])=[O:25])[NH2:8])=[CH:12]1)[CH2:21][CH2:22][CH3:23], predict the reactants needed to synthesize it. The reactants are: C(OC([NH:8][C@H:9]([C:24]([O:26][CH3:27])=[O:25])[CH2:10][C:11]1[C:19]2[C:14](=[CH:15][CH:16]=[CH:17][CH:18]=2)[N:13]([CH2:20][CH2:21][CH2:22][CH3:23])[CH:12]=1)=O)(C)(C)C.[ClH:28].O1CCOCC1.